Dataset: NCI-60 drug combinations with 297,098 pairs across 59 cell lines. Task: Regression. Given two drug SMILES strings and cell line genomic features, predict the synergy score measuring deviation from expected non-interaction effect. Drug 1: C1=NNC2=C1C(=O)NC=N2. Drug 2: C1CNP(=O)(OC1)N(CCCl)CCCl. Cell line: SW-620. Synergy scores: CSS=-4.35, Synergy_ZIP=2.42, Synergy_Bliss=0.699, Synergy_Loewe=-2.00, Synergy_HSA=-3.30.